Dataset: NCI-60 drug combinations with 297,098 pairs across 59 cell lines. Task: Regression. Given two drug SMILES strings and cell line genomic features, predict the synergy score measuring deviation from expected non-interaction effect. (1) Drug 1: C1=NC2=C(N1)C(=S)N=C(N2)N. Drug 2: CC1=C(C(CCC1)(C)C)C=CC(=CC=CC(=CC(=O)O)C)C. Cell line: SN12C. Synergy scores: CSS=25.0, Synergy_ZIP=-9.24, Synergy_Bliss=-4.84, Synergy_Loewe=-2.08, Synergy_HSA=-1.21. (2) Drug 1: C1=CC(=CC=C1CCCC(=O)O)N(CCCl)CCCl. Drug 2: CC1CCCC2(C(O2)CC(NC(=O)CC(C(C(=O)C(C1O)C)(C)C)O)C(=CC3=CSC(=N3)C)C)C. Cell line: OVCAR-5. Synergy scores: CSS=-0.412, Synergy_ZIP=-5.65, Synergy_Bliss=-4.90, Synergy_Loewe=-7.08, Synergy_HSA=-6.15. (3) Drug 1: CC12CCC(CC1=CCC3C2CCC4(C3CC=C4C5=CN=CC=C5)C)O. Drug 2: CC1=C(C(CCC1)(C)C)C=CC(=CC=CC(=CC(=O)O)C)C. Cell line: UACC62. Synergy scores: CSS=6.14, Synergy_ZIP=-4.19, Synergy_Bliss=-2.44, Synergy_Loewe=-0.974, Synergy_HSA=-0.403.